Dataset: Reaction yield outcomes from USPTO patents with 853,638 reactions. Task: Predict the reaction yield, written as a fraction of the theoretical maximum amount of product (1.0 means a 100% yield; for example, 0.34 means a 34% yield). (1) The reactants are [Cl-].[CH3:2][P+](C1C=CC=CC=1)(C1C=CC=CC=1)C1C=CC=CC=1.[Li]CCCC.[O:27]=[C:28]1[N:36]([CH2:37][CH2:38][CH3:39])[C:35]2[NH:34][C:33]([C:40]34[CH2:47][CH2:46][C:43]([CH:48]=O)([CH2:44][CH2:45]3)[CH2:42][CH2:41]4)=[N:32][C:31]=2[C:30](=[O:50])[N:29]1[CH2:51][CH2:52][CH3:53]. The catalyst is C1COCC1. The product is [CH2:51]([N:29]1[C:30](=[O:50])[C:31]2[N:32]=[C:33]([C:40]34[CH2:47][CH2:46][C:43]([CH:48]=[CH2:2])([CH2:44][CH2:45]3)[CH2:42][CH2:41]4)[NH:34][C:35]=2[N:36]([CH2:37][CH2:38][CH3:39])[C:28]1=[O:27])[CH2:52][CH3:53]. The yield is 0.380. (2) The reactants are [S:1]1[C:5]2[CH:6]=[C:7]([N:10]3[CH2:14][CH2:13][NH:12][C:11]3=[O:15])[CH:8]=[CH:9][C:4]=2[N:3]=[CH:2]1.Br[C:17]1[CH:22]=[CH:21][CH:20]=[CH:19][N:18]=1.N[C@@H]1CCCC[C@H]1N.P([O-])([O-])([O-])=O.[K+].[K+].[K+]. The catalyst is [Cu](I)I.O1CCOCC1. The product is [S:1]1[C:5]2[CH:6]=[C:7]([N:10]3[CH2:14][CH2:13][N:12]([C:17]4[CH:22]=[CH:21][CH:20]=[CH:19][N:18]=4)[C:11]3=[O:15])[CH:8]=[CH:9][C:4]=2[N:3]=[CH:2]1. The yield is 0.181. (3) The reactants are [C:1]1([C:7](=O)[CH2:8][C:9]2[CH:14]=[N:13][CH:12]=[CH:11][N:10]=2)[CH:6]=[CH:5][CH:4]=[CH:3][CH:2]=1.[CH2:16]([O:18][C:19]1[CH:20]=[C:21]([CH:24]=[C:25]([N+:28]([O-:30])=[O:29])[C:26]=1[OH:27])[CH:22]=O)[CH3:17].[NH2:31][C:32]([NH2:34])=[O:33].Cl. The catalyst is C(O)C. The product is [CH2:16]([O:18][C:19]1[CH:20]=[C:21]([CH:22]2[C:8]([C:9]3[CH:14]=[N:13][CH:12]=[CH:11][N:10]=3)=[C:7]([C:1]3[CH:6]=[CH:5][CH:4]=[CH:3][CH:2]=3)[NH:34][C:32](=[O:33])[NH:31]2)[CH:24]=[C:25]([N+:28]([O-:30])=[O:29])[C:26]=1[OH:27])[CH3:17]. The yield is 0.219. (4) The reactants are [OH:1][C:2]1[CH:3]=[C:4]2[C:8](=[CH:9][CH:10]=1)[NH:7][CH:6]=[CH:5]2.Cl[CH2:12][C:13]1[S:17][C:16]([C:18]2[CH:23]=[CH:22][C:21]([C:24]([F:27])([F:26])[F:25])=[CH:20][CH:19]=2)=[N:15][C:14]=1[CH3:28].[Cl-].C([O-])([O-])=O.[Cs+].[Cs+].CCOCC. The catalyst is C(#N)C.O. The product is [CH3:28][C:14]1[N:15]=[C:16]([C:18]2[CH:19]=[CH:20][C:21]([C:24]([F:27])([F:26])[F:25])=[CH:22][CH:23]=2)[S:17][C:13]=1[CH2:12][O:1][C:2]1[CH:3]=[C:4]2[C:8](=[CH:9][CH:10]=1)[NH:7][CH:6]=[CH:5]2. The yield is 0.510.